This data is from Forward reaction prediction with 1.9M reactions from USPTO patents (1976-2016). The task is: Predict the product of the given reaction. (1) Given the reactants Br[C:2]1[CH:3]=[C:4]([C:16]([NH:18][CH2:19][C:20]2[C:21](=[O:28])[NH:22][C:23]([CH3:27])=[CH:24][C:25]=2[CH3:26])=[O:17])[C:5]2[CH:6]=[N:7][N:8]([CH:11]3[CH2:15][CH2:14][CH2:13][CH2:12]3)[C:9]=2[CH:10]=1.CC1(C)C(C)(C)OB([C:37]2[CH:49]=[CH:48][C:40]([CH2:41][N:42]3[CH2:47][CH2:46][O:45][CH2:44][CH2:43]3)=[CH:39][CH:38]=2)O1.C([O-])([O-])=O.[Na+].[Na+], predict the reaction product. The product is: [CH:11]1([N:8]2[C:9]3[CH:10]=[C:2]([C:37]4[CH:38]=[CH:39][C:40]([CH2:41][N:42]5[CH2:47][CH2:46][O:45][CH2:44][CH2:43]5)=[CH:48][CH:49]=4)[CH:3]=[C:4]([C:16]([NH:18][CH2:19][C:20]4[C:21](=[O:28])[NH:22][C:23]([CH3:27])=[CH:24][C:25]=4[CH3:26])=[O:17])[C:5]=3[CH:6]=[N:7]2)[CH2:15][CH2:14][CH2:13][CH2:12]1. (2) Given the reactants [Cl:1][C:2]1[CH:10]=[C:9]2[C:5]([CH2:6][C:7](=[O:11])[NH:8]2)=[CH:4][CH:3]=1.[C:12]([O:16][C:17]([N:19]1[CH2:24][CH2:23][CH:22]([O:25][C:26]2[CH:31]=[CH:30][C:29]([Br:32])=[CH:28][C:27]=2[CH:33]=O)[CH2:21][CH2:20]1)=[O:18])([CH3:15])([CH3:14])[CH3:13].N1CCCCC1, predict the reaction product. The product is: [C:12]([O:16][C:17]([N:19]1[CH2:24][CH2:23][CH:22]([O:25][C:26]2[CH:31]=[CH:30][C:29]([Br:32])=[CH:28][C:27]=2/[CH:33]=[C:6]2\[C:7](=[O:11])[NH:8][C:9]3[C:5]\2=[CH:4][CH:3]=[C:2]([Cl:1])[CH:10]=3)[CH2:21][CH2:20]1)=[O:18])([CH3:15])([CH3:14])[CH3:13].